From a dataset of Forward reaction prediction with 1.9M reactions from USPTO patents (1976-2016). Predict the product of the given reaction. (1) Given the reactants [CH3:1][O:2][C:3]([C:5]1[N:10]=[C:9](Br)[C:8]2[C:12]([C:15]3[CH:20]=[CH:19][C:18]([F:21])=[CH:17][CH:16]=3)=[CH:13][S:14][C:7]=2[C:6]=1[OH:22])=[O:4].[CH3:23]C1(C)CCCB(C)O1.C(=O)([O-])[O-].[K+].[K+], predict the reaction product. The product is: [CH3:1][O:2][C:3]([C:5]1[N:10]=[C:9]([CH3:23])[C:8]2[C:12]([C:15]3[CH:20]=[CH:19][C:18]([F:21])=[CH:17][CH:16]=3)=[CH:13][S:14][C:7]=2[C:6]=1[OH:22])=[O:4]. (2) Given the reactants [CH2:1]([N:8]1[CH:17]=[C:16](I)[C:15]2[C:10](=[CH:11][CH:12]=[N:13][CH:14]=2)[C:9]1=[O:19])[C:2]1[CH:7]=[CH:6][CH:5]=[CH:4][CH:3]=1.[CH3:20][C:21]1[C:25](B(O)O)=[C:24]([CH3:29])[O:23][N:22]=1.C([O-])([O-])=O.[Na+].[Na+], predict the reaction product. The product is: [CH2:1]([N:8]1[CH:17]=[C:16]([C:25]2[C:21]([CH3:20])=[N:22][O:23][C:24]=2[CH3:29])[C:15]2[C:10](=[CH:11][CH:12]=[N:13][CH:14]=2)[C:9]1=[O:19])[C:2]1[CH:7]=[CH:6][CH:5]=[CH:4][CH:3]=1. (3) Given the reactants Br[C:2]1[CH:3]=[C:4]([C:8]2([C:26]3[CH:31]=[C:30]([C:32]([F:35])([F:34])[F:33])[C:29](=[O:36])[N:28]([CH3:37])[CH:27]=3)[C:16]3[C:11](=[C:12]([F:17])[CH:13]=[CH:14][CH:15]=3)[C:10]([NH:18]C(=O)OC(C)(C)C)=[N:9]2)[CH:5]=[CH:6][CH:7]=1.[N:38]1[CH:43]=[C:42](B(O)O)[CH:41]=[N:40][CH:39]=1, predict the reaction product. The product is: [NH2:18][C:10]1[C:11]2[C:16](=[CH:15][CH:14]=[CH:13][C:12]=2[F:17])[C:8]([C:26]2[CH:31]=[C:30]([C:32]([F:34])([F:35])[F:33])[C:29](=[O:36])[N:28]([CH3:37])[CH:27]=2)([C:4]2[CH:3]=[CH:2][CH:7]=[C:6]([C:42]3[CH:43]=[N:38][CH:39]=[N:40][CH:41]=3)[CH:5]=2)[N:9]=1.